This data is from Forward reaction prediction with 1.9M reactions from USPTO patents (1976-2016). The task is: Predict the product of the given reaction. (1) The product is: [F:1][C:2]1[CH:9]=[CH:8][C:5]([CH2:6][O:21][CH2:20][CH:17]2[CH2:18][CH2:19][C:14]3([O:10][CH2:11][CH2:12][O:13]3)[CH2:15][CH2:16]2)=[CH:4][CH:3]=1. Given the reactants [F:1][C:2]1[CH:9]=[CH:8][C:5]([CH2:6]Br)=[CH:4][CH:3]=1.[O:10]1[C:14]2([CH2:19][CH2:18][CH:17]([CH2:20][OH:21])[CH2:16][CH2:15]2)[O:13][CH2:12][CH2:11]1, predict the reaction product. (2) Given the reactants C(NC(C)C)(C)C.C([Li])CCC.[CH:13]1([C:17]([O:19][CH2:20][CH3:21])=[O:18])[CH2:16][CH2:15][CH2:14]1.[CH2:22](Br)[C:23]1[CH:28]=[CH:27][CH:26]=[CH:25][CH:24]=1, predict the reaction product. The product is: [CH2:22]([C:13]1([C:17]([O:19][CH2:20][CH3:21])=[O:18])[CH2:16][CH2:15][CH2:14]1)[C:23]1[CH:28]=[CH:27][CH:26]=[CH:25][CH:24]=1. (3) The product is: [CH2:1]([O:8][C:9](=[O:47])[NH:10][C:11]12[CH2:19][CH2:18][CH:15]([CH2:16][CH2:17]1)[CH2:14][N:13]1[C:20](=[O:46])[C:21]([O:38][CH2:39][C:40]3[CH:45]=[CH:44][CH:43]=[CH:42][CH:41]=3)=[C:22]([C:24]3[S:57][C:27]([CH2:28][C:29]4[CH:34]=[CH:33][C:32]([F:35])=[CH:31][CH:30]=4)=[CH:26][N:25]=3)[N:23]=[C:12]21)[C:2]1[CH:7]=[CH:6][CH:5]=[CH:4][CH:3]=1. Given the reactants [CH2:1]([O:8][C:9](=[O:47])[NH:10][C:11]12[CH2:19][CH2:18][CH:15]([CH2:16][CH2:17]1)[CH2:14][N:13]1[C:20](=[O:46])[C:21]([O:38][CH2:39][C:40]3[CH:45]=[CH:44][CH:43]=[CH:42][CH:41]=3)=[C:22]([C:24](=O)[NH:25][CH2:26][C:27](=O)[CH2:28][C:29]3[CH:34]=[CH:33][C:32]([F:35])=[CH:31][CH:30]=3)[N:23]=[C:12]21)[C:2]1[CH:7]=[CH:6][CH:5]=[CH:4][CH:3]=1.COC1C=CC(P2(SP(C3C=CC(OC)=CC=3)(=S)S2)=[S:57])=CC=1, predict the reaction product.